Dataset: Reaction yield outcomes from USPTO patents with 853,638 reactions. Task: Predict the reaction yield, written as a fraction of the theoretical maximum amount of product (1.0 means a 100% yield; for example, 0.34 means a 34% yield). The reactants are Cl.C(OC([N:9]1[CH:14]([C:15]2[NH:19][C:18]3[CH:20]=[C:21]([C:24]4[CH:29]=[CH:28][C:27]([C:30]5[CH:35]=[CH:34][C:33]([C:36]6[NH:37][C:38]([CH:41]7[CH2:47][C:44]8([CH2:46][CH2:45]8)[CH2:43][N:42]7[C:48](OC(C)(C)C)=[O:49])=[N:39][CH:40]=6)=[CH:32][CH:31]=5)=[CH:26][CH:25]=4)[CH:22]=[CH:23][C:17]=3[N:16]=2)[CH:13]2[CH2:55][CH:10]1[CH2:11][CH2:12]2)=O)(C)(C)C.[CH3:56][O:57][C:58]([NH:60][CH:61]([CH:65]([CH3:67])[CH3:66])[C:62]([OH:64])=O)=[O:59].[CH3:68]N1CCOCC1.CN(C(ON1N=NC2[CH:86]=[CH:87][CH:88]=[N:89]C1=2)=[N+](C)C)C.F[P-](F)(F)(F)(F)F.[C:99]([O:102][CH2:103]C)(=[O:101])C. The catalyst is O1CCOCC1.C(Cl)Cl. The product is [CH3:103][O:102][C:99](=[O:101])[NH:89][CH:88]([C:48]([N:42]1[CH:41]([C:38]2[NH:37][C:36]([C:33]3[CH:32]=[CH:31][C:30]([C:27]4[CH:26]=[CH:25][C:24]([C:21]5[CH:22]=[CH:23][C:17]6[N:16]=[C:15]([CH:14]7[CH:12]8[CH2:11][CH:10]([CH2:55][CH2:13]8)[N:9]7[C:62](=[O:64])[CH:61]([NH:60][C:58]([O:57][CH3:56])=[O:59])[CH:65]([CH3:67])[CH3:66])[NH:19][C:18]=6[CH:20]=5)=[CH:29][CH:28]=4)=[CH:35][CH:34]=3)=[CH:40][N:39]=2)[CH2:47][C:44]2([CH2:45][CH2:46]2)[CH2:43]1)=[O:49])[CH:87]([CH3:68])[CH3:86]. The yield is 0.530.